From a dataset of Reaction yield outcomes from USPTO patents with 853,638 reactions. Predict the reaction yield, written as a fraction of the theoretical maximum amount of product (1.0 means a 100% yield; for example, 0.34 means a 34% yield). The reactants are [F:1][C:2]1[CH:10]=[CH:9][CH:8]=[C:7]([F:11])[C:3]=1[C:4](Cl)=[O:5].[Cl:12][C:13]1[C:14]([C:24]2[N:25]=[CH:26][C:27]([NH2:30])=[N:28][CH:29]=2)=[CH:15][C:16]2[O:20][C:19]([F:22])([F:21])[O:18][C:17]=2[CH:23]=1.CCN(C(C)C)C(C)C. The catalyst is CN(C1C=CN=CC=1)C.ClCCl.O1CCCC1.CO.[OH-].[Li+]. The product is [Cl:12][C:13]1[C:14]([C:24]2[N:25]=[CH:26][C:27]([NH:30][C:4](=[O:5])[C:3]3[C:2]([F:1])=[CH:10][CH:9]=[CH:8][C:7]=3[F:11])=[N:28][CH:29]=2)=[CH:15][C:16]2[O:20][C:19]([F:22])([F:21])[O:18][C:17]=2[CH:23]=1. The yield is 0.550.